This data is from NCI-60 drug combinations with 297,098 pairs across 59 cell lines. The task is: Regression. Given two drug SMILES strings and cell line genomic features, predict the synergy score measuring deviation from expected non-interaction effect. (1) Drug 1: C1=CN(C=N1)CC(O)(P(=O)(O)O)P(=O)(O)O. Drug 2: C1CN(P(=O)(OC1)NCCCl)CCCl. Cell line: SF-539. Synergy scores: CSS=-5.62, Synergy_ZIP=4.33, Synergy_Bliss=4.45, Synergy_Loewe=-0.876, Synergy_HSA=-2.93. (2) Drug 1: CCCS(=O)(=O)NC1=C(C(=C(C=C1)F)C(=O)C2=CNC3=C2C=C(C=N3)C4=CC=C(C=C4)Cl)F. Drug 2: CCCCC(=O)OCC(=O)C1(CC(C2=C(C1)C(=C3C(=C2O)C(=O)C4=C(C3=O)C=CC=C4OC)O)OC5CC(C(C(O5)C)O)NC(=O)C(F)(F)F)O. Cell line: MALME-3M. Synergy scores: CSS=49.0, Synergy_ZIP=2.87, Synergy_Bliss=2.60, Synergy_Loewe=0.701, Synergy_HSA=2.49.